Dataset: Catalyst prediction with 721,799 reactions and 888 catalyst types from USPTO. Task: Predict which catalyst facilitates the given reaction. (1) Reactant: [NH2:1][C:2]1[N:10]=[C:9]([C:11]#[C:12][CH2:13][CH2:14][OH:15])[N:8]=[C:7]2[C:3]=1[N:4]=[CH:5][N:6]2[CH3:16].[H][H]. Product: [NH2:1][C:2]1[N:10]=[C:9]([CH2:11][CH2:12][CH2:13][CH2:14][OH:15])[N:8]=[C:7]2[C:3]=1[N:4]=[CH:5][N:6]2[CH3:16]. The catalyst class is: 29. (2) Reactant: Cl.[NH2:2][C:3]([NH2:5])=[NH:4].[Cl:6][C:7]1[CH:24]=[CH:23][C:10]2[S:11][C:12]([C:16](=O)/[CH:17]=[CH:18]/N(C)C)=[C:13]([CH2:14][CH3:15])[C:9]=2[CH:8]=1. Product: [Cl:6][C:7]1[CH:24]=[CH:23][C:10]2[S:11][C:12]([C:16]3[CH:17]=[CH:18][N:2]=[C:3]([NH2:5])[N:4]=3)=[C:13]([CH2:14][CH3:15])[C:9]=2[CH:8]=1. The catalyst class is: 8.